Dataset: Forward reaction prediction with 1.9M reactions from USPTO patents (1976-2016). Task: Predict the product of the given reaction. (1) Given the reactants P(Cl)(Cl)(Cl)=O.[NH:6]([C:8](=[S:10])[NH2:9])[NH2:7].[Cl:11][C:12]1[CH:13]=[C:14]([CH:18]=[CH:19][C:20]=1[O:21][CH:22]([CH3:24])[CH3:23])[C:15](Cl)=O, predict the reaction product. The product is: [Cl:11][C:12]1[CH:13]=[C:14]([C:15]2[S:10][C:8]([NH2:9])=[N:6][N:7]=2)[CH:18]=[CH:19][C:20]=1[O:21][CH:22]([CH3:23])[CH3:24]. (2) Given the reactants [N:1]1[CH:6]=[CH:5][C:4]([N:7]2[CH2:12][CH2:11][N:10]([CH2:13][CH2:14][N:15]3C(=O)C4C(=CC=CC=4)C3=O)[CH2:9][CH2:8]2)=[CH:3][CH:2]=1.C(O)C.O.O.NN, predict the reaction product. The product is: [N:1]1[CH:2]=[CH:3][C:4]([N:7]2[CH2:12][CH2:11][N:10]([CH2:13][CH2:14][NH2:15])[CH2:9][CH2:8]2)=[CH:5][CH:6]=1. (3) Given the reactants [C:1]1([C:7]2[S:11][N:10]=[C:9]([C:12]([OH:14])=O)[CH:8]=2)[CH:6]=[CH:5][CH:4]=[CH:3][CH:2]=1.[N:15]1(C(C2C=NSC=2C2C=CC=CC=2)=O)[CH:24]2[CH:19]([CH2:20][CH2:21][CH2:22][CH2:23]2)[CH2:18][CH2:17][CH2:16]1, predict the reaction product. The product is: [N:15]1([C:12]([C:9]2[CH:8]=[C:7]([C:1]3[CH:2]=[CH:3][CH:4]=[CH:5][CH:6]=3)[S:11][N:10]=2)=[O:14])[CH:24]2[CH:19]([CH2:20][CH2:21][CH2:22][CH2:23]2)[CH2:18][CH2:17][CH2:16]1. (4) Given the reactants Br[C:2]1[CH:40]=[CH:39][C:5]([CH2:6][N:7]2[C:11]3[CH:12]=[CH:13][C:14]([O:16][CH2:17][C:18]4[CH:27]=[CH:26][C:25]5[C:20](=[CH:21][CH:22]=[CH:23][CH:24]=5)[N:19]=4)=[CH:15][C:10]=3[N:9]=[C:8]2[CH2:28][C:29]2([C:34]([O:36]CC)=[O:35])[CH2:33][CH2:32][CH2:31][CH2:30]2)=[CH:4][CH:3]=1.[CH3:41][S:42]([C:45]1[CH:50]=[CH:49][C:48](B(O)O)=[CH:47][CH:46]=1)(=[O:44])=[O:43], predict the reaction product. The product is: [CH3:41][S:42]([C:45]1[CH:50]=[CH:49][C:48]([C:2]2[CH:40]=[CH:39][C:5]([CH2:6][N:7]3[C:11]4[CH:12]=[CH:13][C:14]([O:16][CH2:17][C:18]5[CH:27]=[CH:26][C:25]6[C:20](=[CH:21][CH:22]=[CH:23][CH:24]=6)[N:19]=5)=[CH:15][C:10]=4[N:9]=[C:8]3[CH2:28][C:29]3([C:34]([OH:36])=[O:35])[CH2:30][CH2:31][CH2:32][CH2:33]3)=[CH:4][CH:3]=2)=[CH:47][CH:46]=1)(=[O:44])=[O:43].